Dataset: Reaction yield outcomes from USPTO patents with 853,638 reactions. Task: Predict the reaction yield, written as a fraction of the theoretical maximum amount of product (1.0 means a 100% yield; for example, 0.34 means a 34% yield). (1) The reactants are [CH:1]1([NH:7][C:8]2[CH:13]=[CH:12][C:11]([CH3:14])=[CH:10][CH:9]=2)[CH2:6][CH2:5][CH2:4][CH2:3][CH2:2]1.[Br:15]Br.[OH-].[K+]. The catalyst is C(Cl)Cl. The product is [Br:15][C:9]1[CH:10]=[C:11]([CH3:14])[CH:12]=[CH:13][C:8]=1[NH:7][CH:1]1[CH2:6][CH2:5][CH2:4][CH2:3][CH2:2]1. The yield is 0.940. (2) The reactants are C[O:2][C:3]1[CH:4]=[C:5]([CH2:20]O)[C:6]2[O:10][C:9]([C:11]3[CH:16]=[CH:15][C:14]([O:17]C)=[CH:13][CH:12]=3)=[CH:8][C:7]=2[CH:19]=1.B(Br)(Br)[Br:23]. The catalyst is ClCCl.C(=O)=O.CC(C)=O. The product is [Br:23][CH2:20][C:5]1[C:6]2[O:10][C:9]([C:11]3[CH:16]=[CH:15][C:14]([OH:17])=[CH:13][CH:12]=3)=[CH:8][C:7]=2[CH:19]=[C:3]([OH:2])[CH:4]=1. The yield is 0.880.